This data is from Forward reaction prediction with 1.9M reactions from USPTO patents (1976-2016). The task is: Predict the product of the given reaction. (1) Given the reactants [NH2:1][C:2]1[CH:11]=[C:10]2[C:5]([CH:6]([CH2:12][CH2:13][CH2:14][CH3:15])[O:7][C:8]2=[O:9])=[CH:4][CH:3]=1.[CH3:16][C:17](OCC1C2C(=CC=CC=2)C(COC(C)=O)=C2C=1C=CC=C2)=[O:18].S(=O)(=O)(O)O, predict the reaction product. The product is: [C:17]([NH:1][C:2]1[CH:11]=[C:10]2[C:5]([CH:6]([CH2:12][CH2:13][CH2:14][CH3:15])[O:7][C:8]2=[O:9])=[CH:4][CH:3]=1)(=[O:18])[CH3:16]. (2) Given the reactants [C:1]1([CH2:7][CH2:8][C:9]([O:11]CCCC)=[O:10])[CH2:6][CH2:5][CH2:4][CH2:3][CH:2]=1.CC(O)C.[OH-].[Na+].Cl, predict the reaction product. The product is: [C:1]1([CH2:7][CH2:8][C:9]([OH:11])=[O:10])[CH2:6][CH2:5][CH2:4][CH2:3][CH:2]=1. (3) The product is: [Br:1][C:2]1[C:3]([O:10][C:11]2[CH:16]=[CH:15][C:14]([F:17])=[CH:13][C:12]=2[F:18])=[N:4][CH:5]=[C:6]([CH2:8][S:20][CH3:19])[CH:7]=1. Given the reactants [Br:1][C:2]1[C:3]([O:10][C:11]2[CH:16]=[CH:15][C:14]([F:17])=[CH:13][C:12]=2[F:18])=[N:4][CH:5]=[C:6]([CH2:8]Br)[CH:7]=1.[CH3:19][S-:20].[Na+], predict the reaction product. (4) Given the reactants [Cl:1][C:2]1[CH:7]=[CH:6][C:5]([N:8]2[CH2:13][CH2:12][NH:11][CH2:10][C@@H:9]2[CH3:14])=[CH:4][C:3]=1[O:15][CH3:16].[NH:17]1[CH:21]=[CH:20][N:19]=[C:18]1[C:22]1[C:30]2[C:25](=[N:26][CH:27]=[CH:28][CH:29]=2)[N:24]([CH2:31][C:32](O)=[O:33])[N:23]=1, predict the reaction product. The product is: [Cl:1][C:2]1[CH:7]=[CH:6][C:5]([N:8]2[CH2:13][CH2:12][N:11]([C:32](=[O:33])[CH2:31][N:24]3[C:25]4=[N:26][CH:27]=[CH:28][CH:29]=[C:30]4[C:22]([C:18]4[NH:17][CH:21]=[CH:20][N:19]=4)=[N:23]3)[CH2:10][C@@H:9]2[CH3:14])=[CH:4][C:3]=1[O:15][CH3:16].